From a dataset of Reaction yield outcomes from USPTO patents with 853,638 reactions. Predict the reaction yield, written as a fraction of the theoretical maximum amount of product (1.0 means a 100% yield; for example, 0.34 means a 34% yield). (1) The reactants are [CH3:1][O:2][C:3]1[CH:4]=[C:5]2[C:9](=[CH:10][C:11]=1[C:12]([F:15])([F:14])[F:13])[NH:8][C:7](C(O)=O)=[C:6]2[CH3:19].Cl. The catalyst is N1C2C(=CC=CC=2)C=CC=1.CCOC(C)=O.[Cu]. The product is [CH3:1][O:2][C:3]1[CH:4]=[C:5]2[C:9](=[CH:10][C:11]=1[C:12]([F:15])([F:13])[F:14])[NH:8][CH:7]=[C:6]2[CH3:19]. The yield is 0.510. (2) The product is [NH2:2][CH2:1][C:3]1[N:8]=[CH:7][C:6]([CH:9]([C:17]2[CH:18]=[CH:19][CH:20]=[CH:21][CH:22]=2)[C:10]([CH3:16])([CH3:15])[C:11]([O:13][CH3:14])=[O:12])=[CH:5][CH:4]=1. The reactants are [C:1]([C:3]1[N:8]=[CH:7][C:6]([CH:9]([C:17]2[CH:22]=[CH:21][CH:20]=[CH:19][CH:18]=2)[C:10]([CH3:16])([CH3:15])[C:11]([O:13][CH3:14])=[O:12])=[CH:5][CH:4]=1)#[N:2].Cl. The catalyst is [Pd].CO. The yield is 0.990. (3) The reactants are Cl[CH2:2][CH2:3][C@@H:4]([O:11][C:12]1[CH:17]=[CH:16][CH:15]=[CH:14][C:13]=1[Br:18])[C:5]1[CH:10]=[CH:9][CH:8]=[CH:7][CH:6]=1.[CH3:19][NH2:20]. The catalyst is C(O)C. The product is [CH3:19][NH:20][CH2:2][CH2:3][C@@H:4]([O:11][C:12]1[CH:17]=[CH:16][CH:15]=[CH:14][C:13]=1[Br:18])[C:5]1[CH:10]=[CH:9][CH:8]=[CH:7][CH:6]=1. The yield is 0.992. (4) The reactants are [OH:1][CH2:2][CH2:3][CH2:4][C:5]1([C:16]2[CH:21]=[CH:20][C:19]([O:22][CH3:23])=[CH:18][CH:17]=2)[C:13]2[C:8](=[CH:9][C:10]([C:14]#[N:15])=[CH:11][CH:12]=2)[CH2:7][O:6]1.C(N(CC)CC)C.[CH3:31][S:32](Cl)(=[O:34])=[O:33]. The catalyst is ClCCl. The product is [CH3:31][S:32]([O:1][CH2:2][CH2:3][CH2:4][C:5]1([C:16]2[CH:17]=[CH:18][C:19]([O:22][CH3:23])=[CH:20][CH:21]=2)[C:13]2[C:8](=[CH:9][C:10]([C:14]#[N:15])=[CH:11][CH:12]=2)[CH2:7][O:6]1)(=[O:34])=[O:33]. The yield is 0.790. (5) The reactants are [C:1]([O:5][C:6](=[O:27])[NH:7][CH2:8][CH2:9][NH:10][C:11]1[CH:12]=[N:13][CH:14]=[C:15]([C:17]2[CH:18]=[C:19]3[C:24](=[CH:25][CH:26]=2)[CH:23]=[N:22][CH:21]=[CH:20]3)[CH:16]=1)([CH3:4])([CH3:3])[CH3:2].[CH:28]1[C:37]2[C:32](=[CH:33][CH:34]=[CH:35][CH:36]=2)[CH:31]=[CH:30][C:29]=1[S:38](Cl)(=[O:40])=[O:39]. The catalyst is N1C=CC=CC=1. The product is [C:1]([O:5][C:6](=[O:27])[NH:7][CH2:8][CH2:9][N:10]([C:11]1[CH:12]=[N:13][CH:14]=[C:15]([C:17]2[CH:18]=[C:19]3[C:24](=[CH:25][CH:26]=2)[CH:23]=[N:22][CH:21]=[CH:20]3)[CH:16]=1)[S:38]([C:29]1[CH:30]=[CH:31][C:32]2[C:37](=[CH:36][CH:35]=[CH:34][CH:33]=2)[CH:28]=1)(=[O:40])=[O:39])([CH3:4])([CH3:2])[CH3:3]. The yield is 0.650. (6) The reactants are C1(C)C=CC=CC=1.S(=O)(=O)(O)O.[Cl:13][C:14]1[CH:22]=[C:21]([Cl:23])[CH:20]=[C:16]([C:17]([OH:19])=[O:18])[C:15]=1[OH:24].[C:25](OC(=O)C)(=[O:27])[CH3:26]. The catalyst is O. The product is [C:25]([O:24][C:15]1[C:14]([Cl:13])=[CH:22][C:21]([Cl:23])=[CH:20][C:16]=1[C:17]([OH:19])=[O:18])(=[O:27])[CH3:26]. The yield is 0.827.